From a dataset of Experimental lipophilicity measurements (octanol/water distribution) for 4,200 compounds from AstraZeneca. Regression/Classification. Given a drug SMILES string, predict its absorption, distribution, metabolism, or excretion properties. Task type varies by dataset: regression for continuous measurements (e.g., permeability, clearance, half-life) or binary classification for categorical outcomes (e.g., BBB penetration, CYP inhibition). For this dataset (lipophilicity_astrazeneca), we predict Y. (1) The drug is CN(C)C(=O)CN1C(=O)C(NC(=O)c2cc3cc(Cl)sc3[nH]2)Cc2ccccc21. The Y is 3.07 logD. (2) The compound is CN(C)CCNC(=O)c1ccc(Nc2ncc3cc(-c4ccncc4)ccc3n2)cc1. The Y is 2.29 logD. (3) The molecule is CN(C(=O)Cc1ccc(Cl)cc1)C1CCN(CCC(c2ccccc2)c2ccccc2)CC1. The Y is 3.50 logD. (4) The compound is Cc1cc(Nc2nc(O[C@H](C)c3ccc(F)cn3)c(C#N)nc2C)n[nH]1. The Y is 2.72 logD. (5) The drug is O=S(=O)(NCC(c1ccccc1)N1CCCCCC1)c1cccnc1. The Y is 2.10 logD. (6) The Y is 2.02 logD. The compound is FC(F)c1nc2ccccc2[nH]1. (7) The compound is N#Cc1cccc(S(=O)(=O)NC(=O)N2CCC(N3CCC(Oc4ccc(Cl)c(Cl)c4)CC3)CC2)c1. The Y is 1.81 logD. (8) The drug is COc1ccc(-c2ccc3nc(N)sc3c2)cn1. The Y is 3.20 logD.